The task is: Predict the reactants needed to synthesize the given product.. This data is from Full USPTO retrosynthesis dataset with 1.9M reactions from patents (1976-2016). (1) Given the product [C:5]1([C:3]2[N:4]=[C:18]([C:17]3[CH:21]=[C:22]([OH:25])[CH:23]=[CH:24][C:16]=3[OH:15])[O:1][N:2]=2)[C:14]2[C:9](=[CH:10][CH:11]=[CH:12][CH:13]=2)[CH:8]=[CH:7][N:6]=1, predict the reactants needed to synthesize it. The reactants are: [OH:1][NH:2][C:3]([C:5]1[C:14]2[C:9](=[CH:10][CH:11]=[CH:12][CH:13]=2)[CH:8]=[CH:7][N:6]=1)=[NH:4].[OH:15][C:16]1[CH:24]=[CH:23][C:22]([OH:25])=[CH:21][C:17]=1[C:18](O)=O. (2) Given the product [C:2]([OH:14])(=[O:13])[CH2:3][C:4]([CH2:9][C:10]([OH:12])=[O:11])([C:6]([OH:8])=[O:7])[OH:5].[Ti:31], predict the reactants needed to synthesize it. The reactants are: O.[C:2]([OH:14])(=[O:13])[CH2:3][C:4]([CH2:9][C:10]([OH:12])=[O:11])([C:6]([OH:8])=[O:7])[OH:5].CC(C)[O-].CC(C)[O-].CC(C)[O-].CC(C)[O-].[Ti+4:31].[OH-].[Na+].C(O)CO. (3) Given the product [Cl:30][C:53]1[CH:54]=[C:55]2[C:10](=[C:11]([C:2]#[N:1])[CH:52]=1)[N:9]=[CH:8][C:7]([C:23]1[N:18]=[CH:19][C:20]([S:24]([NH2:37])(=[O:26])=[O:25])=[CH:21][CH:22]=1)=[CH:6]2, predict the reactants needed to synthesize it. The reactants are: [NH2:1][C:2]1[CH:11]=[C:10]2C([C:6](C(OCC)=O)=[CH:7][C:8](Cl)=[N:9]2)=CC=1.[N:18]1[CH:23]=[CH:22][CH:21]=[C:20]([S:24](Cl)(=[O:26])=[O:25])[CH:19]=1.[OH-].[Na+].[ClH:30].C(Cl)(=O)C(Cl)=O.[NH4+:37].FC(F)(F)C(OC(=O)C(F)(F)F)=O.O1[CH2:55][CH2:54][CH2:53][CH2:52]1.